The task is: Predict the product of the given reaction.. This data is from Forward reaction prediction with 1.9M reactions from USPTO patents (1976-2016). (1) Given the reactants C([O:5][C:6]([CH:8]1[NH:12][CH:11]([CH2:13][C:14]([CH3:17])([CH3:16])[CH3:15])[C:10]2([C:25]3[C:20](=[CH:21][C:22]([Cl:26])=[CH:23][CH:24]=3)[NH:19][C:18]2=[O:27])[CH:9]1[C:28]1[CH:33]=[C:32]([F:34])[CH:31]=[C:30]([Cl:35])[CH:29]=1)=[O:7])(C)(C)C.[F:36][C:37]([F:42])([F:41])[C:38]([OH:40])=[O:39], predict the reaction product. The product is: [F:36][C:37]([F:42])([F:41])[C:38]([OH:40])=[O:39].[Cl:26][C:22]1[CH:21]=[C:20]2[NH:19][C:18](=[O:27])[C:10]3([CH:9]([C:28]4[CH:33]=[C:32]([F:34])[CH:31]=[C:30]([Cl:35])[CH:29]=4)[CH:8]([C:6]([OH:7])=[O:5])[NH:12][CH:11]3[CH2:13][C:14]([CH3:16])([CH3:15])[CH3:17])[C:25]2=[CH:24][CH:23]=1. (2) The product is: [CH3:11][N:12]([CH2:13][C:14]1[S:15][CH:16]=[CH:17][CH:18]=1)[C:8]([CH:2]1[CH2:3][CH:4]2[CH2:7][CH:1]1[CH:6]=[CH:5]2)=[O:10]. Given the reactants [CH:1]12[CH2:7][CH:4]([CH:5]=[CH:6]1)[CH2:3][CH:2]2[C:8]([OH:10])=O.[CH3:11][NH:12][CH2:13][C:14]1[S:15][CH:16]=[CH:17][CH:18]=1.C(N(CC)CC)C.CCN=C=NCCCN(C)C, predict the reaction product.